This data is from Full USPTO retrosynthesis dataset with 1.9M reactions from patents (1976-2016). The task is: Predict the reactants needed to synthesize the given product. Given the product [CH3:1][O:2][C:3](=[O:15])[C:4]1[CH:5]=[C:6]([O:14][C:23]2[CH:28]=[CH:27][C:26]([N+:29]([O-:31])=[O:30])=[CH:25][CH:24]=2)[CH:7]=[C:8]([O:10][CH:11]([CH3:12])[CH3:13])[CH:9]=1, predict the reactants needed to synthesize it. The reactants are: [CH3:1][O:2][C:3](=[O:15])[C:4]1[CH:9]=[C:8]([O:10][CH:11]([CH3:13])[CH3:12])[CH:7]=[C:6]([OH:14])[CH:5]=1.C([O-])([O-])=O.[K+].[K+].F[C:23]1[CH:28]=[CH:27][C:26]([N+:29]([O-:31])=[O:30])=[CH:25][CH:24]=1.